Predict the product of the given reaction. From a dataset of Forward reaction prediction with 1.9M reactions from USPTO patents (1976-2016). (1) The product is: [CH2:20]([NH:19][C@@H:10]([C@H:11]([C@@H:13]([C@@H:15]([CH2:17][OH:18])[OH:28])[OH:14])[OH:12])[CH:9]=[O:16])[C:21]1[CH:22]=[CH:23][CH:24]=[CH:25][CH:26]=1. Given the reactants C(N[CH:9]1[O:16][C@H:15]([CH2:17][OH:18])[C@@H:13]([OH:14])[C@H:11]([OH:12])[C@@H:10]1[NH:19][CH2:20][C:21]1[CH:26]=[CH:25][CH:24]=[CH:23][CH:22]=1)C1C=CC=CC=1.C[OH:28], predict the reaction product. (2) Given the reactants [CH3:1][O:2]/[N:3]=[C:4](/[C:15]1[CH:20]=[CH:19][C:18]([F:21])=[CH:17][CH:16]=1)\[CH2:5][O:6][C:7]1[CH:12]=[CH:11][C:10]([CH2:13][OH:14])=[CH:9][CH:8]=1.[C:22]([CH:24]([C:30]1[CH:35]=[CH:34][C:33](O)=[CH:32][CH:31]=1)[CH2:25][C:26]([O:28]C)=[O:27])#[N:23], predict the reaction product. The product is: [C:22]([CH:24]([C:30]1[CH:35]=[CH:34][C:33]([O:14][CH2:13][C:10]2[CH:9]=[CH:8][C:7]([O:6][CH2:5]/[C:4](/[C:15]3[CH:16]=[CH:17][C:18]([F:21])=[CH:19][CH:20]=3)=[N:3]\[O:2][CH3:1])=[CH:12][CH:11]=2)=[CH:32][CH:31]=1)[CH2:25][C:26]([OH:28])=[O:27])#[N:23]. (3) Given the reactants [C:1]([C:3]1[C:4]([S:20][CH2:21][C:22]([NH2:24])=[O:23])=[N:5][C:6]([CH:17]([CH3:19])[CH3:18])=[N:7][C:8]=1[C:9]1[CH:14]=[CH:13][C:12]([Cl:15])=[C:11]([Cl:16])[CH:10]=1)#[N:2].CCOC(C)=O, predict the reaction product. The product is: [NH2:2][C:1]1[C:3]2[C:8]([C:9]3[CH:14]=[CH:13][C:12]([Cl:15])=[C:11]([Cl:16])[CH:10]=3)=[N:7][C:6]([CH:17]([CH3:19])[CH3:18])=[N:5][C:4]=2[S:20][C:21]=1[C:22]([NH2:24])=[O:23]. (4) Given the reactants [H-].[Na+].[Br:3][C:4]1[CH:5]=[N:6][C:7](CN)=[N:8][CH:9]=1.[CH3:12][S:13](Cl)(=[O:15])=[O:14].[CH3:17][N:18](C=O)C, predict the reaction product. The product is: [Br:3][C:4]1[CH:9]=[N:8][C:7]([N:18]([CH3:17])[S:13]([CH3:12])(=[O:15])=[O:14])=[N:6][CH:5]=1. (5) Given the reactants [ClH:1].[CH3:2][O:3][C:4]1[CH:9]=[CH:8][C:7]([C:10]2[CH2:11][CH2:12][CH2:13][CH2:14][NH:15][CH:16]=2)=[CH:6][CH:5]=1, predict the reaction product. The product is: [ClH:1].[CH3:2][O:3][C:4]1[CH:5]=[CH:6][C:7]([CH:10]2[CH2:11][CH2:12][CH2:13][CH2:14][NH:15][CH2:16]2)=[CH:8][CH:9]=1. (6) Given the reactants [F:1]C(F)(F)C(O)=O.[CH3:8][O:9][C:10]1[CH:11]=[C:12]([S:18]([N:21]2[C@H:26]([CH3:27])[CH2:25][NH:24][CH2:23][C@@H:22]2[CH3:28])(=[O:20])=[O:19])[CH:13]=[CH:14][C:15]=1[O:16][CH3:17].CO[C:31]1[CH:32]=[C:33]([S:39](N2[C@@H](C)CN(C(OC(C)(C)C)=O)C[C@H]2C)(=[O:41])=[O:40])[CH:34]=[CH:35][C:36]=1[O:37][CH3:38], predict the reaction product. The product is: [CH3:8][O:9][C:10]1[CH:11]=[C:12]([S:18]([N:21]2[C@H:22]([CH3:28])[CH2:23][N:24]([S:39]([C:33]3[CH:34]=[CH:35][C:36]([O:37][CH3:38])=[C:31]([F:1])[CH:32]=3)(=[O:41])=[O:40])[CH2:25][C@@H:26]2[CH3:27])(=[O:20])=[O:19])[CH:13]=[CH:14][C:15]=1[O:16][CH3:17]. (7) The product is: [C:8]([C:7]1[CH:10]=[CH:11][C:4]([C:1](=[O:3])[CH:2]=[CH:15][C:16]2[CH:21]=[CH:20][CH:19]=[CH:18][CH:17]=2)=[CH:5][CH:6]=1)#[N:9]. Given the reactants [C:1]([C:4]1[CH:11]=[CH:10][C:7]([C:8]#[N:9])=[CH:6][CH:5]=1)(=[O:3])[CH3:2].[OH-].[Na+].O.[CH:15](=O)[C:16]1[CH:21]=[CH:20][CH:19]=[CH:18][CH:17]=1, predict the reaction product. (8) Given the reactants [Cl:1][C:2]1[CH:7]=[CH:6][C:5]([C:8]2([CH3:38])[C:12]([C:14]3[CH:19]=[CH:18][C:17]([Cl:20])=[CH:16][CH:15]=3)([CH3:13])[N:11]([C:21](Cl)=[O:22])[C:10]([C:24]3[CH:29]=[CH:28][C:27]([C:30]([C:33]#[N:34])([CH3:32])[CH3:31])=[CH:26][C:25]=3[O:35][CH2:36][CH3:37])=[N:9]2)=[CH:4][CH:3]=1.Cl.Cl.[N:41]1([CH2:47][CH2:48][NH:49][S:50]([CH3:53])(=[O:52])=[O:51])[CH2:46][CH2:45][NH:44][CH2:43][CH2:42]1, predict the reaction product. The product is: [Cl:1][C:2]1[CH:7]=[CH:6][C:5]([C@@:8]2([CH3:38])[C@:12]([C:14]3[CH:15]=[CH:16][C:17]([Cl:20])=[CH:18][CH:19]=3)([CH3:13])[N:11]([C:21]([N:44]3[CH2:45][CH2:46][N:41]([CH2:47][CH2:48][NH:49][S:50]([CH3:53])(=[O:52])=[O:51])[CH2:42][CH2:43]3)=[O:22])[C:10]([C:24]3[CH:29]=[CH:28][C:27]([C:30]([C:33]#[N:34])([CH3:32])[CH3:31])=[CH:26][C:25]=3[O:35][CH2:36][CH3:37])=[N:9]2)=[CH:4][CH:3]=1.